Dataset: Catalyst prediction with 721,799 reactions and 888 catalyst types from USPTO. Task: Predict which catalyst facilitates the given reaction. (1) Reactant: [OH:1][C:2]1[CH:15]=[CH:14][C:5]([O:6][CH:7]([CH2:12][CH3:13])[C:8]([NH:10][CH3:11])=[O:9])=[CH:4][CH:3]=1.[Cl:16][C:17]1[CH:18]=[C:19]([CH:22]=[CH:23][CH:24]=1)[CH2:20]Br.C(=O)([O-])[O-].[K+].[K+]. Product: [Cl:16][C:17]1[CH:18]=[C:19]([CH:22]=[CH:23][CH:24]=1)[CH2:20][O:1][C:2]1[CH:3]=[CH:4][C:5]([O:6][CH:7]([CH2:12][CH3:13])[C:8]([NH:10][CH3:11])=[O:9])=[CH:14][CH:15]=1. The catalyst class is: 131. (2) Reactant: [NH2:1][C@H:2]1[CH2:7][CH2:6][N:5]([C:8]2[S:9][C:10]([C:13]([O:15][CH2:16][CH3:17])=[O:14])=[CH:11][N:12]=2)[CH2:4][C@H:3]1[O:18][CH3:19].[Cl:20][C:21]1[N:22]=[C:23]([C:28](O)=[O:29])[NH:24][C:25]=1[CH2:26][CH3:27].CCN=C=NCCCN(C)C.Cl. Product: [Cl:20][C:21]1[N:22]=[C:23]([C:28]([NH:1][C@H:2]2[CH2:7][CH2:6][N:5]([C:8]3[S:9][C:10]([C:13]([O:15][CH2:16][CH3:17])=[O:14])=[CH:11][N:12]=3)[CH2:4][C@H:3]2[O:18][CH3:19])=[O:29])[NH:24][C:25]=1[CH2:26][CH3:27]. The catalyst class is: 142. (3) Reactant: [O:1]1[CH2:6][CH2:5][N:4]([CH:7]([C:13]2[CH:18]=[CH:17][CH:16]=[CH:15][CH:14]=2)[C:8]([O:10]CC)=[O:9])[CH2:3][CH2:2]1.[ClH:19]. Product: [ClH:19].[O:1]1[CH2:2][CH2:3][N:4]([CH:7]([C:13]2[CH:18]=[CH:17][CH:16]=[CH:15][CH:14]=2)[C:8]([OH:10])=[O:9])[CH2:5][CH2:6]1. The catalyst class is: 12. (4) Reactant: [OH:1][N:2]1[C:6](=[O:7])[C:5]2=[CH:8][CH:9]=[CH:10][CH:11]=[C:4]2[C:3]1=[O:12].N1C=CC=CC=1.O1CCOCC1.[C:25](Cl)(=[O:32])[C:26]1[CH:31]=[CH:30][CH:29]=[CH:28][CH:27]=1. Product: [C:25]([O:1][N:2]1[C:3](=[O:12])[C:4]2=[CH:11][CH:10]=[CH:9][CH:8]=[C:5]2[C:6]1=[O:7])(=[O:32])[C:26]1[CH:31]=[CH:30][CH:29]=[CH:28][CH:27]=1. The catalyst class is: 6. (5) Reactant: [Cl:1][C:2]1[C:10]([C:11]([F:14])([F:13])[F:12])=[CH:9][CH:8]=[CH:7][C:3]=1[C:4](O)=[O:5].S(Cl)(Cl)=O.C[N:20](C)C=O. Product: [Cl:1][C:2]1[C:10]([C:11]([F:14])([F:13])[F:12])=[CH:9][CH:8]=[CH:7][C:3]=1[C:4]([NH2:20])=[O:5]. The catalyst class is: 11.